The task is: Predict the product of the given reaction.. This data is from Forward reaction prediction with 1.9M reactions from USPTO patents (1976-2016). (1) Given the reactants [C:1]([C:3]1[CH:8]=[CH:7][C:6]([NH:9][C:10](=[O:28])[C:11]([CH:22]2[CH2:27][CH2:26][CH2:25][CH2:24][CH2:23]2)([OH:21])[CH2:12][C:13]2[CH:18]=[CH:17][CH:16]=[C:15]([CH2:19][OH:20])[CH:14]=2)=[CH:5][C:4]=1[C:29]([F:32])([F:31])[F:30])#[N:2].CC(OI1(OC(C)=O)(OC(C)=O)OC(=O)C2C=CC=CC1=2)=O.C(=O)([O-])O.[Na+].S([O-])([O-])(=O)=S.[Na+].[Na+], predict the reaction product. The product is: [C:1]([C:3]1[CH:8]=[CH:7][C:6]([NH:9][C:10](=[O:28])[C:11]([CH:22]2[CH2:23][CH2:24][CH2:25][CH2:26][CH2:27]2)([OH:21])[CH2:12][C:13]2[CH:18]=[CH:17][CH:16]=[C:15]([CH:19]=[O:20])[CH:14]=2)=[CH:5][C:4]=1[C:29]([F:30])([F:32])[F:31])#[N:2]. (2) Given the reactants CC([O-])(C)C.[K+].[CH2:7]([NH:10][C:11](=[O:33])[CH2:12][CH2:13][C@H:14](O)[C:15]1[CH:20]=[CH:19][C:18]([C:21]2[CH:26]=[CH:25][C:24]([O:27][C:28]([F:31])([F:30])[F:29])=[CH:23][CH:22]=2)=[CH:17][CH:16]=1)[CH:8]=[CH2:9].S(Cl)(C1C=CC(C)=CC=1)(=O)=O.Cl, predict the reaction product. The product is: [CH2:7]([N:10]1[C@@H:14]([C:15]2[CH:20]=[CH:19][C:18]([C:21]3[CH:26]=[CH:25][C:24]([O:27][C:28]([F:31])([F:30])[F:29])=[CH:23][CH:22]=3)=[CH:17][CH:16]=2)[CH2:13][CH2:12][C:11]1=[O:33])[CH:8]=[CH2:9]. (3) Given the reactants [Cl:1][C:2]1[CH:3]=[C:4]([N:10]2[CH:18]([CH:19]3[CH2:23][CH2:22][CH2:21][CH2:20]3)[CH:17]3[C:12]([C:13]4[CH:27]=[CH:26][C:25]([C:28]([OH:30])=[O:29])=[CH:24][C:14]=4[CH2:15][CH2:16]3)=[N:11]2)[CH:5]=[CH:6][C:7]=1[C:8]#[N:9].[C:31]([O:35][CH2:36][C:37]1[CH:42]=[CH:41][CH:40]=[CH:39][CH:38]=1)(=[O:34])[CH2:32]O, predict the reaction product. The product is: [Cl:1][C:2]1[CH:3]=[C:4]([N:10]2[CH:18]([CH:19]3[CH2:20][CH2:21][CH2:22][CH2:23]3)[CH:17]3[C:12]([C:13]4[CH:27]=[CH:26][C:25]([C:28]([O:30][CH2:32][C:31]([O:35][CH2:36][C:37]5[CH:42]=[CH:41][CH:40]=[CH:39][CH:38]=5)=[O:34])=[O:29])=[CH:24][C:14]=4[CH2:15][CH2:16]3)=[N:11]2)[CH:5]=[CH:6][C:7]=1[C:8]#[N:9]. (4) Given the reactants [CH:1]1[C:30]2[C:5](=[N:6][C:7]3[C:8]4[C:17]([C:18]5[C:27]([C:28]=3[N:29]=2)=[N:26][C:25]2[C:20](=[CH:21][C:22]([C:31](Cl)=[O:32])=[CH:23][CH:24]=2)[N:19]=5)=[N:16][C:15]2[C:10](=[CH:11][C:12]([C:34](Cl)=[O:35])=[CH:13][CH:14]=2)[N:9]=4)[CH:4]=[CH:3][C:2]=1[C:37](Cl)=[O:38].[CH2:40]([O:52][C:53]1[CH:54]=[C:55]([CH:60]=[C:61]([O:76][CH2:77][CH2:78][CH2:79][CH2:80][CH2:81][CH2:82][CH2:83][CH2:84][CH2:85][CH2:86][CH2:87][CH3:88])[C:62]=1[O:63][CH2:64][CH2:65][CH2:66][CH2:67][CH2:68][CH2:69][CH2:70][CH2:71][CH2:72][CH2:73][CH2:74][CH3:75])[C:56]([NH:58][NH2:59])=[O:57])[CH2:41][CH2:42][CH2:43][CH2:44][CH2:45][CH2:46][CH2:47][CH2:48][CH2:49][CH2:50][CH3:51].[CH2:89]1[CH2:93][O:92][CH2:91][CH2:90]1, predict the reaction product. The product is: [CH2:40]([O:52][C:53]1[CH:54]=[C:55]([CH:60]=[C:61]([O:76][CH2:77][CH2:78][CH2:79][CH2:80][CH2:81][CH2:82][CH2:83][CH2:84][CH2:85][CH2:86][CH2:87][CH3:88])[C:62]=1[O:63][CH2:64][CH2:65][CH2:66][CH2:67][CH2:68][CH2:69][CH2:70][CH2:71][CH2:72][CH2:73][CH2:74][CH3:75])[C:56]([N:58]([C:31]([C:22]1[CH:23]=[CH:24][C:25]2[C:20]([CH:21]=1)=[N:19][C:18]1[C:17]3[C:8]([C:7]4[N:6]=[C:5]5[C:30]([CH:1]=[C:2]([C:37]([N:58]([C:56](=[O:57])[C:55]6[CH:60]=[C:61]([O:76][CH2:77][CH2:78][CH2:79][CH2:80][CH2:81][CH2:82][CH2:83][CH2:84][CH2:85][CH2:86][CH2:87][CH3:88])[C:62]([O:63][CH2:64][CH2:65][CH2:66][CH2:67][CH2:68][CH2:69][CH2:70][CH2:71][CH2:72][CH2:73][CH2:74][CH3:75])=[C:53]([O:52][CH2:40][CH2:41][CH2:42][CH2:43][CH2:44][CH2:45][CH2:46][CH2:47][CH2:48][CH2:49][CH2:50][CH3:51])[CH:54]=6)[NH2:59])=[O:38])[CH:3]=[CH:4]5)=[N:29][C:28]=4[C:27]=1[N:26]=2)=[N:9][C:10]1[C:15](=[CH:14][CH:13]=[C:12]([C:34]([N:58]([C:56](=[O:57])[C:55]2[CH:54]=[C:53]([O:52][CH2:40][CH2:41][CH2:42][CH2:43][CH2:44][CH2:45][CH2:46][CH2:47][CH2:48][CH2:49][CH2:50][CH3:51])[C:89]([O:63][CH2:64][CH2:65][CH2:66][CH2:67][CH2:68][CH2:69][CH2:70][CH2:71][CH2:72][CH2:73][CH2:74][CH3:75])=[C:93]([O:92][CH2:91][CH2:90][CH2:86][CH2:85][CH2:84][CH2:83][CH2:82][CH2:81][CH2:80][CH2:79][CH2:78][CH3:77])[CH:60]=2)[NH2:59])=[O:35])[CH:11]=1)[N:16]=3)=[O:32])[NH2:59])=[O:57])[CH2:41][CH2:42][CH2:43][CH2:44][CH2:45][CH2:46][CH2:47][CH2:48][CH2:49][CH2:50][CH3:51]. (5) Given the reactants [CH3:1][O:2][C:3](=[O:14])[C:4]1[CH:9]=[CH:8][C:7]([C:10](=[O:13])[CH2:11][CH3:12])=[CH:6][CH:5]=1.C1CNC(=O)C1.[Br:21][Br-]Br.N1CCCC1=O, predict the reaction product. The product is: [CH3:1][O:2][C:3](=[O:14])[C:4]1[CH:9]=[CH:8][C:7]([C:10](=[O:13])[CH:11]([Br:21])[CH3:12])=[CH:6][CH:5]=1. (6) Given the reactants I[C:2]1[CH:3]=[CH:4][C:5]2[N:6]([CH:8]=[C:9]([C:11]3[C:12]([C:17]4[CH:22]=[CH:21][CH:20]=[CH:19][CH:18]=4)=[N:13][O:14][C:15]=3[CH3:16])[N:10]=2)[CH:7]=1.[NH:23]1[CH2:27][CH2:26][CH2:25][C:24]1=[O:28], predict the reaction product. The product is: [CH3:16][C:15]1[O:14][N:13]=[C:12]([C:17]2[CH:22]=[CH:21][CH:20]=[CH:19][CH:18]=2)[C:11]=1[C:9]1[N:10]=[C:5]2[CH:4]=[CH:3][C:2]([N:23]3[CH2:27][CH2:26][CH2:25][C:24]3=[O:28])=[CH:7][N:6]2[CH:8]=1. (7) Given the reactants [Cl:1][C:2]1[C:11]2[C:6](=[CH:7][C:8]([O:14][CH2:15][C:16]3[CH:21]=[CH:20][N:19]=[CH:18][CH:17]=3)=[C:9]([O:12][CH3:13])[CH:10]=2)[N:5]=[CH:4][N:3]=1.[F:22][C:23]1[CH:29]=[C:28]([CH3:30])[C:27]([OH:31])=[CH:26][C:24]=1[NH2:25].Cl, predict the reaction product. The product is: [ClH:1].[F:22][C:23]1[CH:29]=[C:28]([CH3:30])[C:27]([OH:31])=[CH:26][C:24]=1[NH:25][C:2]1[C:11]2[C:6](=[CH:7][C:8]([O:14][CH2:15][C:16]3[CH:21]=[CH:20][N:19]=[CH:18][CH:17]=3)=[C:9]([O:12][CH3:13])[CH:10]=2)[N:5]=[CH:4][N:3]=1. (8) Given the reactants [NH2:1][C@@H:2]([CH3:20])[C:3]([NH:5][C:6]1[CH:11]=[CH:10][C:9]([F:12])=[CH:8][C:7]=1[NH:13][C:14]1[CH:19]=[CH:18][CH:17]=[CH:16][N:15]=1)=[O:4].Cl[C:22]1[N:30]=[CH:29][N:28]=[C:27]2[C:23]=1[N:24]=[CH:25][N:26]2C1CCCCO1.CCN(C(C)C)C(C)C, predict the reaction product. The product is: [F:12][C:9]1[CH:10]=[CH:11][C:6]([NH:5][C:3](=[O:4])[C@@H:2]([NH:1][C:22]2[N:30]=[CH:29][N:28]=[C:27]3[C:23]=2[N:24]=[CH:25][NH:26]3)[CH3:20])=[C:7]([NH:13][C:14]2[CH:19]=[CH:18][CH:17]=[CH:16][N:15]=2)[CH:8]=1. (9) Given the reactants [Cl:1][C:2]1[N:6]2[CH2:7][CH2:8][NH:9][CH2:10][C:5]2=[N:4][CH:3]=1.CCN(CC1C=CC=CC=1)CC.C=CC1C=CC=CC=1.C=CC1C=CC(C=C)=CC=1.[Cl:41][C:42]1[CH:50]=[C:49]([Cl:51])[CH:48]=[CH:47][C:43]=1[C:44](Cl)=[O:45], predict the reaction product. The product is: [Cl:1][C:2]1[N:6]2[CH2:7][CH2:8][N:9]([C:44]([C:43]3[CH:47]=[CH:48][C:49]([Cl:51])=[CH:50][C:42]=3[Cl:41])=[O:45])[CH2:10][C:5]2=[N:4][CH:3]=1. (10) Given the reactants [N+:1]([C:4]1[CH:9]=[CH:8][C:7]([N:10]=[C:11]=[O:12])=[CH:6][CH:5]=1)([O-:3])=[O:2].Cl.[Cl:14][CH2:15][CH2:16][CH2:17][NH2:18].C(N(CC)C(C)C)(C)C.O, predict the reaction product. The product is: [Cl:14][CH2:15][CH2:16][CH2:17][NH:18][C:11]([NH:10][C:7]1[CH:6]=[CH:5][C:4]([N+:1]([O-:3])=[O:2])=[CH:9][CH:8]=1)=[O:12].